This data is from NCI-60 drug combinations with 297,098 pairs across 59 cell lines. The task is: Regression. Given two drug SMILES strings and cell line genomic features, predict the synergy score measuring deviation from expected non-interaction effect. (1) Drug 1: CS(=O)(=O)C1=CC(=C(C=C1)C(=O)NC2=CC(=C(C=C2)Cl)C3=CC=CC=N3)Cl. Drug 2: C1CC(C1)(C(=O)O)C(=O)O.[NH2-].[NH2-].[Pt+2]. Cell line: SNB-19. Synergy scores: CSS=38.2, Synergy_ZIP=-2.11, Synergy_Bliss=1.75, Synergy_Loewe=-4.33, Synergy_HSA=1.67. (2) Drug 1: CN(C)C1=NC(=NC(=N1)N(C)C)N(C)C. Drug 2: C1=CN(C(=O)N=C1N)C2C(C(C(O2)CO)O)O.Cl. Cell line: HCC-2998. Synergy scores: CSS=19.2, Synergy_ZIP=-1.99, Synergy_Bliss=0.933, Synergy_Loewe=-29.9, Synergy_HSA=-2.80. (3) Drug 1: CN(CC1=CN=C2C(=N1)C(=NC(=N2)N)N)C3=CC=C(C=C3)C(=O)NC(CCC(=O)O)C(=O)O. Drug 2: CN1C(=O)N2C=NC(=C2N=N1)C(=O)N. Cell line: COLO 205. Synergy scores: CSS=8.58, Synergy_ZIP=2.96, Synergy_Bliss=4.14, Synergy_Loewe=-17.2, Synergy_HSA=1.48. (4) Drug 1: CC1=C2C(C(=O)C3(C(CC4C(C3C(C(C2(C)C)(CC1OC(=O)C(C(C5=CC=CC=C5)NC(=O)C6=CC=CC=C6)O)O)OC(=O)C7=CC=CC=C7)(CO4)OC(=O)C)O)C)OC(=O)C. Drug 2: COCCOC1=C(C=C2C(=C1)C(=NC=N2)NC3=CC=CC(=C3)C#C)OCCOC. Cell line: HCT116. Synergy scores: CSS=46.7, Synergy_ZIP=-1.25, Synergy_Bliss=-3.07, Synergy_Loewe=-4.64, Synergy_HSA=-0.851.